Dataset: Forward reaction prediction with 1.9M reactions from USPTO patents (1976-2016). Task: Predict the product of the given reaction. (1) Given the reactants [I:1]Cl.[C:3]([C:7]1[C:8]([O:24][CH2:25][CH:26]([F:28])[F:27])=[C:9]([C:17]([CH3:23])=[CH:18][Si](C)(C)C)[CH:10]=[C:11]([C:13]([CH3:16])([CH3:15])[CH3:14])[CH:12]=1)([CH3:6])([CH3:5])[CH3:4].S([O-])([O-])(=O)=O.[Na+].[Na+], predict the reaction product. The product is: [C:3]([C:7]1[CH:12]=[C:11]([C:13]([CH3:16])([CH3:15])[CH3:14])[CH:10]=[C:9]([C:17]([CH3:23])=[CH:18][I:1])[C:8]=1[O:24][CH2:25][CH:26]([F:28])[F:27])([CH3:6])([CH3:5])[CH3:4]. (2) Given the reactants [CH3:1][C:2]1[C:7]([CH2:8]O)=[C:6]([CH3:10])[CH:5]=[CH:4][N:3]=1.S(Cl)([Cl:13])=O, predict the reaction product. The product is: [Cl:13][CH2:8][C:7]1[C:2]([CH3:1])=[N:3][CH:4]=[CH:5][C:6]=1[CH3:10]. (3) Given the reactants [CH2:1]([O:3][C:4](=[O:22])[C:5]([CH3:21])([S:17]([CH3:20])(=[O:19])=[O:18])[CH2:6][CH2:7][C:8]1[CH:13]=[CH:12][C:11](B(O)O)=[CH:10][CH:9]=1)[CH3:2].[C:23]1([S:29][S:29][C:23]2[CH:28]=[CH:27][CH:26]=[CH:25][CH:24]=2)[CH:28]=[CH:27][CH:26]=[CH:25][CH:24]=1.N1C=CC=CC=1C1C=CC=CN=1, predict the reaction product. The product is: [CH3:21][C:5]([S:17]([CH3:20])(=[O:19])=[O:18])([CH2:6][CH2:7][C:8]1[CH:13]=[CH:12][C:11]([S:29][C:23]2[CH:28]=[CH:27][CH:26]=[CH:25][CH:24]=2)=[CH:10][CH:9]=1)[C:4]([O:3][CH2:1][CH3:2])=[O:22]. (4) Given the reactants [CH3:1][O:2][C:3](=[O:21])[CH2:4][C:5]1[C:14](I)=[C:13]([O:16][C:17](=[O:19])[CH3:18])[C:12]2[C:7](=[CH:8][CH:9]=[C:10]([F:20])[CH:11]=2)[CH:6]=1.C(N(CC)CC)C.[CH3:29][Si:30]([C:33]#[CH:34])([CH3:32])[CH3:31], predict the reaction product. The product is: [CH3:1][O:2][C:3](=[O:21])[CH2:4][C:5]1[C:14]([C:34]#[C:33][Si:30]([CH3:32])([CH3:31])[CH3:29])=[C:13]([O:16][C:17](=[O:19])[CH3:18])[C:12]2[C:7](=[CH:8][CH:9]=[C:10]([F:20])[CH:11]=2)[CH:6]=1. (5) Given the reactants [CH3:1][O:2][C:3]1[CH:27]=[CH:26][CH:25]=[CH:24][C:4]=1[CH2:5][C:6]1[CH:7]=[CH:8][C:9]([N+:21]([O-])=O)=[C:10]([C:12]([C:14]2[N:18]([CH3:19])[N:17]=[CH:16][C:15]=2I)=[O:13])[CH:11]=1.ClC1C=CC(CC2C=CC([N+]([O-])=O)=C(C(C3N(C)N=CC=3I)=O)C=2)=CC=1, predict the reaction product. The product is: [CH3:1][O:2][C:3]1[CH:27]=[CH:26][CH:25]=[CH:24][C:4]=1[CH2:5][C:6]1[CH:7]=[CH:8][C:9]2[NH:21][C:15]3[CH:16]=[N:17][N:18]([CH3:19])[C:14]=3[C:12](=[O:13])[C:10]=2[CH:11]=1. (6) Given the reactants CS(O[CH2:6][CH2:7][C:8]1[O:9][C:10]2[CH:16]=[CH:15][C:14]([C:17]3[CH:22]=[CH:21][C:20]([C:23]([N:25]4[CH2:30][CH2:29][O:28][CH2:27][CH2:26]4)=[O:24])=[CH:19][N:18]=3)=[CH:13][C:11]=2[CH:12]=1)(=O)=O.[NH:31]1[CH2:36][CH2:35][O:34][CH2:33][CH2:32]1, predict the reaction product. The product is: [N:31]1([CH2:6][CH2:7][C:8]2[O:9][C:10]3[CH:16]=[CH:15][C:14]([C:17]4[N:18]=[CH:19][C:20]([C:23]([N:25]5[CH2:30][CH2:29][O:28][CH2:27][CH2:26]5)=[O:24])=[CH:21][CH:22]=4)=[CH:13][C:11]=3[CH:12]=2)[CH2:36][CH2:35][O:34][CH2:33][CH2:32]1. (7) Given the reactants C([NH:8][C@@H:9]1[C@@H:13]([OH:14])[CH2:12][N:11]([C:15]([O:17][C:18]([CH3:21])([CH3:20])[CH3:19])=[O:16])[CH2:10]1)C1C=CC=CC=1, predict the reaction product. The product is: [NH2:8][C@@H:9]1[C@@H:13]([OH:14])[CH2:12][N:11]([C:15]([O:17][C:18]([CH3:21])([CH3:20])[CH3:19])=[O:16])[CH2:10]1. (8) Given the reactants [NH2:1][C:2]1[N:3]([CH3:24])[C:4](=[O:23])[C:5]2([N:22]=1)[C@H:18]1[C@@H:13]([CH2:14][CH:15]([O:19][CH3:20])[CH2:16][CH2:17]1)[O:12][C:11]1[C:6]2=[CH:7][C:8](Br)=[CH:9][CH:10]=1.[Cl:25][C:26]1[CH:27]=[C:28](B(O)O)[CH:29]=[C:30]([F:32])[CH:31]=1.C([O-])([O-])=O.[Na+].[Na+].O1CCOCC1, predict the reaction product. The product is: [NH2:1][C:2]1[N:3]([CH3:24])[C:4](=[O:23])[C:5]2([N:22]=1)[C@H:18]1[C@@H:13]([CH2:14][CH:15]([O:19][CH3:20])[CH2:16][CH2:17]1)[O:12][C:11]1[C:6]2=[CH:7][C:8]([C:28]2[CH:29]=[C:30]([F:32])[CH:31]=[C:26]([Cl:25])[CH:27]=2)=[CH:9][CH:10]=1. (9) Given the reactants [F:1][C:2]([F:7])([F:6])[C:3]([OH:5])=[O:4].[F:8][C:9]([F:14])([F:13])[C:10]([OH:12])=[O:11].FC(F)(F)C(O)=O.[Cl:22][C:23]1[CH:24]=[N:25][C:26]2[NH:27][C:28]3[CH:29]=[N:30][CH:31]=[C:32]([CH:54]=3)[CH2:33][CH2:34][C:35]3[CH:43]=[C:39]([NH:40][C:41]=1[N:42]=2)[CH:38]=[CH:37][C:36]=3[NH:44][C:45](=[O:53])[CH2:46][CH:47]1[CH2:52][CH2:51][NH:50][CH2:49][CH2:48]1.[C:55]([C:57]1[CH:62]=[CH:61][C:60]([S:63](Cl)(=[O:65])=[O:64])=[CH:59][CH:58]=1)#[N:56], predict the reaction product. The product is: [F:1][C:2]([F:7])([F:6])[C:3]([OH:5])=[O:4].[F:8][C:9]([F:14])([F:13])[C:10]([OH:12])=[O:11].[Cl:22][C:23]1[CH:24]=[N:25][C:26]2[NH:27][C:28]3[CH:29]=[N:30][CH:31]=[C:32]([CH:54]=3)[CH2:33][CH2:34][C:35]3[CH:43]=[C:39]([NH:40][C:41]=1[N:42]=2)[CH:38]=[CH:37][C:36]=3[NH:44][C:45](=[O:53])[CH2:46][CH:47]1[CH2:52][CH2:51][N:50]([S:63]([C:60]2[CH:59]=[CH:58][C:57]([C:55]#[N:56])=[CH:62][CH:61]=2)(=[O:65])=[O:64])[CH2:49][CH2:48]1.